From a dataset of Catalyst prediction with 721,799 reactions and 888 catalyst types from USPTO. Predict which catalyst facilitates the given reaction. (1) Reactant: C(#N)C.Cl.[CH2:5]([O:7][C:8]1[C:27]([C@H:28]2[C@H:33]([OH:34])[C@@H:32]([OH:35])[C@H:31]([OH:36])[C@@H:30]([CH2:37][OH:38])[O:29]2)=[CH:26][C:11]([CH2:12][C:13]2[CH:22]=[C:21]3[C:15](=[CH:16][CH:17]=[CH:18][CH:19]=[CH:20]3)[C:14]=2C(O)=O)=[CH:10][C:9]=1[O:39][CH3:40])[CH3:6]. Product: [CH:14]1[C:15]2[C:21]([CH:20]=[CH:19][CH:18]=[CH:17][CH:16]=2)=[CH:22][C:13]=1[CH2:12][C:11]1[CH:10]=[C:9]([O:39][CH3:40])[C:8]([O:7][CH2:5][CH3:6])=[C:27]([C@@H:28]2[O:29][C@H:30]([CH2:37][OH:38])[C@@H:31]([OH:36])[C@H:32]([OH:35])[C@H:33]2[OH:34])[CH:26]=1. The catalyst class is: 13. (2) Reactant: [CH2:1]([O:3][C:4](=[O:13])[C:5]([N:10](C)[CH3:11])=[CH:6][N:7]=[C:8]=O)[CH3:2].CN. Product: [CH3:8][N:7]1[CH:6]=[C:5]([C:4]([O:3][CH2:1][CH3:2])=[O:13])[N:10]=[CH:11]1. The catalyst class is: 14.